From a dataset of Full USPTO retrosynthesis dataset with 1.9M reactions from patents (1976-2016). Predict the reactants needed to synthesize the given product. (1) Given the product [Br:1][C:2]1[CH:7]=[CH:6][C:5]([C:8]2[CH:9]=[C:10]([C:11]([F:14])([F:13])[F:12])[N:19]3[N:20]=[CH:21][C:22]([C:23]4[CH:28]=[C:27]([CH3:29])[N:26]=[C:25]([CH3:30])[CH:24]=4)=[C:18]3[N:17]=2)=[CH:4][CH:3]=1, predict the reactants needed to synthesize it. The reactants are: [Br:1][C:2]1[CH:7]=[CH:6][C:5]([C:8](=O)[CH2:9][C:10](=O)[C:11]([F:14])([F:13])[F:12])=[CH:4][CH:3]=1.[NH2:17][C:18]1[C:22]([C:23]2[CH:28]=[C:27]([CH3:29])[N:26]=[C:25]([CH3:30])[CH:24]=2)=[CH:21][NH:20][N:19]=1. (2) Given the product [CH2:2]([O:9][P:10]([CH2:19][C@H:20]([OH:23])[CH2:21][NH:22][C:49](=[O:50])[C@@H:45]([NH:44][C:34]([O:36][CH2:37][C:38]1[CH:39]=[CH:40][CH:41]=[CH:42][CH:43]=1)=[O:35])[CH:46]([CH3:48])[CH3:47])([CH2:12][CH:13]1[CH2:18][CH2:17][CH2:16][CH2:15][CH2:14]1)=[O:11])[C:3]1[CH:4]=[CH:5][CH:6]=[CH:7][CH:8]=1, predict the reactants needed to synthesize it. The reactants are: Cl.[CH2:2]([O:9][P:10]([CH2:19][C@H:20]([OH:23])[CH2:21][NH2:22])([CH2:12][CH:13]1[CH2:18][CH2:17][CH2:16][CH2:15][CH2:14]1)=[O:11])[C:3]1[CH:8]=[CH:7][CH:6]=[CH:5][CH:4]=1.OC1C2N=NNC=2C=CC=1.[C:34]([NH:44][C@H:45]([C:49](O)=[O:50])[CH:46]([CH3:48])[CH3:47])([O:36][CH2:37][C:38]1[CH:43]=[CH:42][CH:41]=[CH:40][CH:39]=1)=[O:35].C(N(CC)CC)C.Cl.CN(C)CCCN=C=NCC. (3) Given the product [Br:11][C:10]1[C:5]([C:3]2[N:4]=[C:17]([C:16]3[CH:19]=[CH:20][CH:21]=[C:14]([O:13][CH3:12])[CH:15]=3)[NH:1][N:2]=2)=[N:6][CH:7]=[CH:8][CH:9]=1, predict the reactants needed to synthesize it. The reactants are: [NH2:1][NH:2][C:3]([C:5]1[C:10]([Br:11])=[CH:9][CH:8]=[CH:7][N:6]=1)=[NH:4].[CH3:12][O:13][C:14]1[CH:15]=[C:16]([CH:19]=[CH:20][CH:21]=1)[CH:17]=O. (4) Given the product [NH2:1][C:4]1[CH:5]=[CH:6][CH:7]=[C:8]2[C:16]=1[NH:15][C:14]1[C:13](=[O:17])[CH2:12][CH2:11][CH2:10][C:9]2=1, predict the reactants needed to synthesize it. The reactants are: [N+:1]([C:4]1[CH:5]=[CH:6][CH:7]=[C:8]2[C:16]=1[NH:15][C:14]1[C:13](=[O:17])[CH2:12][CH2:11][CH2:10][C:9]2=1)([O-])=O.C(O)C. (5) Given the product [OH:7][CH2:6][C:5]([NH:4][C:1](=[O:3])[CH3:2])([CH2:11][OH:12])[CH2:16][CH:17]([OH:18])[C:19]1[CH:24]=[CH:23][C:22]([S:25][C:26]2[CH:31]=[CH:30][C:29]([C:32]3[N:33]=[C:34]([CH2:37][CH2:38][CH3:39])[O:35][CH:36]=3)=[CH:28][CH:27]=2)=[CH:21][CH:20]=1, predict the reactants needed to synthesize it. The reactants are: [C:1]([NH:4][C:5]([CH2:16][C:17]([C:19]1[CH:24]=[CH:23][C:22]([S:25][C:26]2[CH:31]=[CH:30][C:29]([C:32]3[N:33]=[C:34]([CH2:37][CH2:38][CH3:39])[O:35][CH:36]=3)=[CH:28][CH:27]=2)=[CH:21][CH:20]=1)=[O:18])([C:11](OCC)=[O:12])[C:6](OCC)=[O:7])(=[O:3])[CH3:2].OP([O-])([O-])=O.[K+].[K+].[BH4-].[Na+].[OH-].[Na+].